From a dataset of Reaction yield outcomes from USPTO patents with 853,638 reactions. Predict the reaction yield, written as a fraction of the theoretical maximum amount of product (1.0 means a 100% yield; for example, 0.34 means a 34% yield). (1) The reactants are [Br:1][C:2]1[CH:3]=[C:4]([C:12]2[O:16][N:15]=[C:14]([C:17]3[CH:18]=[CH:19][C:20]4[O:24][C:23]([C:25]5([NH:33]C(=O)OC(C)(C)C)[CH2:30][O:29]C(C)(C)[O:27][CH2:26]5)=[CH:22][C:21]=4[CH:41]=3)[N:13]=2)[CH:5]=[CH:6][C:7]=1[O:8][CH2:9][CH2:10][CH3:11].ClC1C=C(C2ON=C(C3C=CC4OC(C5(NC(=O)OC(C)(C)C)COC(C)(C)OC5)=CC=4C=3)N=2)C=CC=1OCCC. No catalyst specified. The product is [NH2:33][C:25]([C:23]1[O:24][C:20]2[CH:19]=[CH:18][C:17]([C:14]3[N:13]=[C:12]([C:4]4[CH:5]=[CH:6][C:7]([O:8][CH2:9][CH2:10][CH3:11])=[C:2]([Br:1])[CH:3]=4)[O:16][N:15]=3)=[CH:41][C:21]=2[CH:22]=1)([CH2:26][OH:27])[CH2:30][OH:29]. The yield is 0.100. (2) The reactants are [O:1]1[CH:5]=[CH:4][CH:3]=[C:2]1[C:6]1[C:7]2[NH:15][N:14]=[N:13][C:8]=2[N:9]=[C:10]([NH2:12])[N:11]=1.[H-].[Na+].Br[CH2:19][C:20]1[CH:35]=[CH:34][C:23]2[N:24]([C:27]([O:29][C:30]([CH3:33])([CH3:32])[CH3:31])=[O:28])[N:25]=[N:26][C:22]=2[CH:21]=1. The catalyst is CN(C=O)C. The product is [NH2:12][C:10]1[N:11]=[C:6]([C:2]2[O:1][CH:5]=[CH:4][CH:3]=2)[C:7]2[N:15]=[N:14][N:13]([CH2:19][C:20]3[CH:35]=[CH:34][C:23]4[N:24]([C:27]([O:29][C:30]([CH3:31])([CH3:33])[CH3:32])=[O:28])[N:25]=[N:26][C:22]=4[CH:21]=3)[C:8]=2[N:9]=1. The yield is 0.240. (3) The reactants are [N:1]1([S:6]([N:9]2[CH2:14][CH2:13][O:12][CH2:11][CH2:10]2)(=[O:8])=[O:7])[CH:5]=[CH:4][N:3]=[CH:2]1.[F:15][C:16]([F:23])([F:22])[S:17]([O:20]C)(=[O:19])=[O:18]. The product is [F:15][C:16]([F:23])([F:22])[S:17]([O-:20])(=[O:19])=[O:18].[CH3:16][N+:3]1[CH:4]=[CH:5][N:1]([S:6]([N:9]2[CH2:10][CH2:11][O:12][CH2:13][CH2:14]2)(=[O:7])=[O:8])[CH:2]=1. The catalyst is ClCCl. The yield is 0.740. (4) The reactants are [CH2:1]1[O:11][C:4]2([CH2:9][CH2:8][C:7](=O)[CH2:6][CH2:5]2)[O:3][CH2:2]1.[F:12][C:13]1[CH:18]=[CH:17][C:16]([Mg]Br)=[CH:15][CH:14]=1. The catalyst is C1COCC1. The product is [F:12][C:13]1[CH:18]=[CH:17][C:16]([C:7]2[CH2:8][CH2:9][C:4]3([O:11][CH2:1][CH2:2][O:3]3)[CH2:5][CH:6]=2)=[CH:15][CH:14]=1. The yield is 0.750. (5) The reactants are [CH2:1]([NH:8][C:9]([CH:11]1[CH2:23][N:21]2[C:22]3[CH:14]([CH:15]([NH:24][C:25](=[O:38])[CH:26]([CH2:34][CH:35]([CH3:37])[CH3:36])[CH:27]([CH2:31][CH2:32][CH3:33])[C:28]([NH2:30])=[O:29])[CH2:16][CH2:17][C:18]=3[CH:19]=[CH:20]2)[C:13](=[O:39])[CH2:12]1)=[O:10])[C:2]1[CH:7]=[CH:6][CH:5]=[CH:4][CH:3]=1.[CH3:40][O:41]C1C=C(C=CC=1)CN. No catalyst specified. The product is [CH2:34]([CH:26]([CH:27]([CH2:31][CH2:32][CH3:33])[C:28]([NH2:30])=[O:29])[C:25]([NH:24][CH:15]1[CH:14]2[C:13](=[O:39])[CH2:12][CH:11]([C:9](=[O:10])[NH:8][CH2:1][C:2]3[CH:3]=[CH:4][CH:5]=[C:6]([O:41][CH3:40])[CH:7]=3)[CH2:23][N:21]3[C:22]2=[C:18]([CH:19]=[CH:20]3)[CH2:17][CH2:16]1)=[O:38])[CH:35]([CH3:36])[CH3:37]. The yield is 0.560. (6) The reactants are COC1C=CC(C[NH:8][C:9]2[CH:14]=[C:13]([O:15][C:16]3[CH:21]=[CH:20][C:19]([NH:22][C:23]([C:25]4([C:28]([NH:30][C:31]5[CH:36]=[CH:35][C:34]([F:37])=[CH:33][CH:32]=5)=[O:29])[CH2:27][CH2:26]4)=[O:24])=[C:18]([F:38])[CH:17]=3)[CH:12]=[CH:11][N:10]=2)=CC=1.FC(F)(F)C(O)=O. The catalyst is ClCl. The product is [NH2:8][C:9]1[CH:14]=[C:13]([O:15][C:16]2[CH:21]=[CH:20][C:19]([NH:22][C:23]([C:25]3([C:28]([NH:30][C:31]4[CH:32]=[CH:33][C:34]([F:37])=[CH:35][CH:36]=4)=[O:29])[CH2:27][CH2:26]3)=[O:24])=[C:18]([F:38])[CH:17]=2)[CH:12]=[CH:11][N:10]=1. The yield is 0.390. (7) The reactants are Cl.[NH2:2][C:3]1[CH:4]=[C:5]([N:9]2[C:13]([CH3:14])=[C:12]([C:15]([N:17]3[CH2:22][CH2:21][CH:20]([N:23]4[CH2:27][CH2:26][CH2:25][CH2:24]4)[CH2:19][CH2:18]3)=[O:16])[C:11]([CH3:28])=[N:10]2)[CH:6]=[CH:7][CH:8]=1.[Cl:29][C:30]1[CH:31]=[C:32]([CH:36]=[CH:37][CH:38]=1)[C:33](Cl)=[O:34]. No catalyst specified. The product is [Cl:29][C:30]1[CH:31]=[C:32]([CH:36]=[CH:37][CH:38]=1)[C:33]([NH:2][C:3]1[CH:8]=[CH:7][CH:6]=[C:5]([N:9]2[C:13]([CH3:14])=[C:12]([C:15]([N:17]3[CH2:22][CH2:21][CH:20]([N:23]4[CH2:24][CH2:25][CH2:26][CH2:27]4)[CH2:19][CH2:18]3)=[O:16])[C:11]([CH3:28])=[N:10]2)[CH:4]=1)=[O:34]. The yield is 0.910.